Dataset: Experimentally validated miRNA-target interactions with 360,000+ pairs, plus equal number of negative samples. Task: Binary Classification. Given a miRNA mature sequence and a target amino acid sequence, predict their likelihood of interaction. (1) The miRNA is hsa-miR-16-2-3p with sequence CCAAUAUUACUGUGCUGCUUUA. The protein sequence of the target gene is MNGEQQLDADAGSGMEEVELSWEDYLEETGSTAVPYGSFKHVDTRLQNGFAPGMKLEVAVRTDPETYWVATVITTCEQLLLLRYDGYGEDRRADFWCDIRKADLYPIGWCEQNKKTLEAPEGIRDKVSDWDEFLRQTLIGACSPPVPLLEGLRNGRNPLDLIAPGSRLECQAFQDSLSTWIVTVVENIGGRLKLRYEGLESSDNYEHWLYYLDPFLHHVGWAAQQGYELQPPSAIRHLKNEAEWQEILAKVKEEEEEPLPSYLFKDKQVIGIHTFSVNMKLEAVDPWSPFGISPATVVKV.... Result: 0 (no interaction). (2) The miRNA is hsa-miR-4777-3p with sequence AUACCUCAUCUAGAAUGCUGUA. The protein sequence of the target gene is MSGDATRTLGKGSQPPGPVPEGLIRIYSMRFCPYSHRTRLVLKAKDIRHEVVNINLRNKPEWYYTKHPFGHIPVLETSQCQLIYESVIACEYLDDAYPGRKLFPYDPYERARQKMLLELFCKVPHLTKECLVALRCGRECTNLKAALRQEFSNLEEILEYQNTTFFGGTCISMIDYLLWPWFERLDVYGILDCVSHTPALRLWISAMKWDPTVCALLMDKSIFQGFLNLYFQNNPNAFDFGLC. Result: 1 (interaction). (3) The miRNA is hsa-miR-2116-5p with sequence GGUUCUUAGCAUAGGAGGUCU. The protein sequence of the target gene is MLLWASLLAFAPVCGQSAAAHKPVISVHPPWTTFFKGERVTLTCNGFQFYATEKTTWYHRHYWGEKLTLTPGNTLEVRESGLYRCQARGSPRSNPVRLLFSSDSLILQAPYSVFEGDTLVLRCHRRRKEKLTAVKYTWNGNILSISNKSWDLLIPQASSNNNGNYRCIGYGDENDVFRSNFKIIKIQELFPHPELKATDSQPTEGNSVNLSCETQLPPERSDTPLHFNFFRDGEVILSDWSTYPELQLPTVWRENSGSYWCGAETVRGNIHKHSPSLQIHVQRIPVSGVLLETQPSGGQA.... Result: 0 (no interaction). (4) The miRNA is mmu-miR-362-5p with sequence AAUCCUUGGAACCUAGGUGUGAAU. The protein sequence of the target gene is MMSNSSSEIDVIKTRIPTYDEDDNTILYAYETKPEFVNKEPNIVSDASCNTEEQLKTVDDVLIHCQVIYDALQNLDKKIDVIRRKVSKIQRFHARSLWTNHKRYGYKKHSYRLVKKLKLQKMKKNEVYETFSYPESYSPTLPVSRRENNSPSNLPRPSFCMEEYQRAELEEDPILSRTPSPVHPSDFSEHNCQPYYASDGATYGSSSGLCLGNPRADSIHNTYSTDHASAAPPSVTRSPVENDGYIEEGSITKHPSTWSVEAVVLFLKQTDPLALCPLVDLFRSHEIDGKALLLLTSDVL.... Result: 0 (no interaction). (5) Result: 0 (no interaction). The miRNA is hsa-miR-4778-3p with sequence UCUUCUUCCUUUGCAGAGUUGA. The protein sequence of the target gene is MAAPSEVAAAVLGEGDGGAFGSWLDGRLEALGVDRAVYAAYILGVLQEEEEEEKLDALQGILSAFLEEESLLDICKEIVERWSETRDVTTKVKKEDEVQAIATLIEKQAQIVVKPRVVSEEEKQRKAALLAQYADVTDEEDEADKKDDAGASTANVSSDRTLFRNTNVEDVLNARKLERDSLRDESQRKKEQDKLQREKDKLAKQERKEKEKKRTQKGERKR. (6) The miRNA is mmu-miR-484 with sequence UCAGGCUCAGUCCCCUCCCGAU. The protein sequence of the target gene is MMSMNSKQPHFAMHPTLPEHKYPSLHSSSEAIRRACLPTPPLQSNLFASLDETLLARAEALAAVDIAVSQGKSHPFKPDATYHTMNSVPCTSTSTVPLAHHHHHHHHHQALEPGDLLDHISSPSLALMAGAGGAGAAGGGGGAHDGPGGGGGPGGGGGPGGGGPGGGGGGGGPGGGGGGPGGGLLGGSAHPHPHMHGLGHLSHPAAAAAMNMPSGLPHPGLVAAAAHHGAAAAAAAAAAGQVAAASAAAAVVGAAGLASICDSDTDPRELEAFAERFKQRRIKLGVTQADVGSALANLKI.... Result: 0 (no interaction).